This data is from Reaction yield outcomes from USPTO patents with 853,638 reactions. The task is: Predict the reaction yield, written as a fraction of the theoretical maximum amount of product (1.0 means a 100% yield; for example, 0.34 means a 34% yield). (1) The reactants are [NH2:1][C:2]1[CH:3]=[C:4]2[C:9](=[CH:10][CH:11]=1)[N:8]=[CH:7][C:6]([C:12]#[N:13])=[C:5]2[NH:14][C:15]1[CH:20]=[CH:19][C:18]([F:21])=[C:17]([Cl:22])[CH:16]=1.[CH3:23][N:24]1[C:28]([CH:29]=O)=[CH:27][C:26]([CH3:31])=[N:25]1.[BH3-]C#N.[Na+]. The catalyst is CCO. The product is [Cl:22][C:17]1[CH:16]=[C:15]([NH:14][C:5]2[C:4]3[C:9](=[CH:10][CH:11]=[C:2]([NH:1][CH2:29][C:28]4[N:24]([CH3:23])[N:25]=[C:26]([CH3:31])[CH:27]=4)[CH:3]=3)[N:8]=[CH:7][C:6]=2[C:12]#[N:13])[CH:20]=[CH:19][C:18]=1[F:21]. The yield is 0.630. (2) The catalyst is Cl.CCO. The reactants are [N+:1]([C:4]1[CH:9]=[CH:8][CH:7]=[CH:6][C:5]=1[S:10]([NH:13][C:14]1[CH:15]=[CH:16][C:17]([C:24]([F:27])([F:26])[F:25])=[C:18]2[C:23]=1[N:22]=[CH:21][CH:20]=[CH:19]2)(=[O:12])=[O:11])([O-])=O.Cl[Sn]Cl. The product is [NH2:1][C:4]1[CH:9]=[CH:8][CH:7]=[CH:6][C:5]=1[S:10]([NH:13][C:14]1[CH:15]=[CH:16][C:17]([C:24]([F:27])([F:26])[F:25])=[C:18]2[C:23]=1[N:22]=[CH:21][CH:20]=[CH:19]2)(=[O:12])=[O:11]. The yield is 0.900. (3) The reactants are Br[C:2]1[CH:3]=[C:4]2[C:9](=[CH:10][CH:11]=1)[N:8]=[CH:7][CH:6]=[C:5]2[C:12]1[CH:17]=[CH:16][N:15]=[N:14][CH:13]=1.B1(B2OC(C)(C)C(C)(C)O2)OC(C)(C)C(C)(C)O1.C([O-])(=O)C.[K+].[Br-].Br[C:43]1[CH:44]=[C:45]([NH:51][S:52]([C:55]2[CH:60]=[CH:59][C:58]([F:61])=[CH:57][C:56]=2[F:62])(=[O:54])=[O:53])[C:46]([O:49][CH3:50])=[N:47][CH:48]=1. The catalyst is O1CCOCC1.C1C=CC(P(C2C=CC=CC=2)[C-]2C=CC=C2)=CC=1.C1C=CC(P(C2C=CC=CC=2)[C-]2C=CC=C2)=CC=1.Cl[Pd]Cl.[Fe+2].C(Cl)Cl. The product is [F:62][C:56]1[CH:57]=[C:58]([F:61])[CH:59]=[CH:60][C:55]=1[S:52]([NH:51][C:45]1[C:46]([O:49][CH3:50])=[N:47][CH:48]=[C:43]([C:2]2[CH:3]=[C:4]3[C:9](=[CH:10][CH:11]=2)[N:8]=[CH:7][CH:6]=[C:5]3[C:12]2[CH:17]=[CH:16][N:15]=[N:14][CH:13]=2)[CH:44]=1)(=[O:54])=[O:53]. The yield is 0.760. (4) The reactants are Cl[C:2]1[C:7]([C:8]([F:11])([F:10])[F:9])=[CH:6][CH:5]=[C:4]([CH3:12])[N:3]=1.[CH3:13][O:14][C:15]1[CH:20]=[CH:19][C:18]([CH2:21][NH2:22])=[CH:17][CH:16]=1.C(=O)([O-])[O-].[K+].[K+].[Cl-].[Na+]. The catalyst is CN(C)C=O. The product is [CH3:13][O:14][C:15]1[CH:20]=[CH:19][C:18]([CH2:21][NH:22][C:2]2[C:7]([C:8]([F:11])([F:10])[F:9])=[CH:6][CH:5]=[C:4]([CH3:12])[N:3]=2)=[CH:17][CH:16]=1. The yield is 0.330. (5) The reactants are [C:1]([O:5][C:6]([N:8]1[CH2:12][CH2:11][CH2:10][C@:9]1([CH2:16][C:17]1[CH:22]=[CH:21][CH:20]=[C:19]([F:23])[CH:18]=1)[C:13]([OH:15])=O)=[O:7])([CH3:4])([CH3:3])[CH3:2].Cl.[CH:25]1([N:29]2[CH2:35][CH2:34][CH2:33][NH:32][CH2:31][CH2:30]2)[CH2:28][CH2:27][CH2:26]1.C1C=CC2N(O)N=NC=2C=1.C(Cl)CCl.CN1CCOCC1. The catalyst is C(Cl)Cl. The product is [C:1]([O:5][C:6]([N:8]1[CH2:12][CH2:11][CH2:10][C@@:9]1([C:13]([N:32]1[CH2:33][CH2:34][CH2:35][N:29]([CH:25]2[CH2:26][CH2:27][CH2:28]2)[CH2:30][CH2:31]1)=[O:15])[CH2:16][C:17]1[CH:22]=[CH:21][CH:20]=[C:19]([F:23])[CH:18]=1)=[O:7])([CH3:3])([CH3:2])[CH3:4]. The yield is 0.340. (6) The reactants are [N:1]12[CH2:8][CH2:7][CH:4]([CH2:5][CH2:6]1)[CH:3]([O:9][C:10](=[O:23])[NH:11][C:12]([C:15]1[CH:20]=[CH:19][C:18]([F:21])=[C:17](Br)[CH:16]=1)([CH3:14])[CH3:13])[CH2:2]2. The catalyst is C([O-])(=O)C.[Pd+2].C([O-])(=O)C. The product is [N:1]12[CH2:8][CH2:7][CH:4]([CH2:5][CH2:6]1)[CH:3]([O:9][C:10](=[O:23])[NH:11][C:12]([C:15]1[CH:16]=[C:17]([C:15]3[CH:20]=[CH:19][C:18]([F:21])=[CH:17][CH:16]=3)[C:18]([F:21])=[CH:19][CH:20]=1)([CH3:14])[CH3:13])[CH2:2]2. The yield is 0.560.